From a dataset of Full USPTO retrosynthesis dataset with 1.9M reactions from patents (1976-2016). Predict the reactants needed to synthesize the given product. (1) Given the product [Cl:11][C:12]1[CH:13]=[C:14]([NH:20][CH:21]([CH3:23])[CH3:22])[C:15]([CH:18]=[O:19])=[CH:16][N:17]=1, predict the reactants needed to synthesize it. The reactants are: CS(C)=O.C(Cl)(=O)C(Cl)=O.[Cl:11][C:12]1[N:17]=[CH:16][C:15]([CH2:18][OH:19])=[C:14]([NH:20][CH:21]([CH3:23])[CH3:22])[CH:13]=1.CCN(CC)CC. (2) Given the product [CH3:1][O:2][N:3]([CH2:4][CH2:5][CH2:6][C:7]1[C:8]([Cl:15])=[CH:9][C:10]([Cl:14])=[CH:11][C:12]=1[Cl:13])[C:30]([C:29]1[C:25]([CH:24]([F:34])[F:23])=[N:26][N:27]([CH3:33])[CH:28]=1)=[O:31], predict the reactants needed to synthesize it. The reactants are: [CH3:1][O:2][NH:3][CH2:4][CH2:5][CH2:6][C:7]1[C:12]([Cl:13])=[CH:11][C:10]([Cl:14])=[CH:9][C:8]=1[Cl:15].C(N(CC)CC)C.[F:23][CH:24]([F:34])[C:25]1[C:29]([C:30](Cl)=[O:31])=[CH:28][N:27]([CH3:33])[N:26]=1.